This data is from NCI-60 drug combinations with 297,098 pairs across 59 cell lines. The task is: Regression. Given two drug SMILES strings and cell line genomic features, predict the synergy score measuring deviation from expected non-interaction effect. (1) Drug 1: CC1=C(C(CCC1)(C)C)C=CC(=CC=CC(=CC(=O)O)C)C. Drug 2: C1=CC=C(C=C1)NC(=O)CCCCCCC(=O)NO. Cell line: PC-3. Synergy scores: CSS=2.96, Synergy_ZIP=-2.06, Synergy_Bliss=-0.0410, Synergy_Loewe=-17.3, Synergy_HSA=-6.21. (2) Drug 1: CC1CCC2CC(C(=CC=CC=CC(CC(C(=O)C(C(C(=CC(C(=O)CC(OC(=O)C3CCCCN3C(=O)C(=O)C1(O2)O)C(C)CC4CCC(C(C4)OC)O)C)C)O)OC)C)C)C)OC. Drug 2: C1=CC=C(C=C1)NC(=O)CCCCCCC(=O)NO. Cell line: CCRF-CEM. Synergy scores: CSS=12.7, Synergy_ZIP=-2.20, Synergy_Bliss=-3.02, Synergy_Loewe=-3.00, Synergy_HSA=0.373. (3) Drug 1: CC1=C2C(C(=O)C3(C(CC4C(C3C(C(C2(C)C)(CC1OC(=O)C(C(C5=CC=CC=C5)NC(=O)OC(C)(C)C)O)O)OC(=O)C6=CC=CC=C6)(CO4)OC(=O)C)OC)C)OC. Drug 2: C1=CN(C(=O)N=C1N)C2C(C(C(O2)CO)O)O.Cl. Cell line: TK-10. Synergy scores: CSS=55.1, Synergy_ZIP=3.39, Synergy_Bliss=3.07, Synergy_Loewe=9.19, Synergy_HSA=10.7. (4) Drug 1: C1C(C(OC1N2C=C(C(=O)NC2=O)F)CO)O. Drug 2: CN(C(=O)NC(C=O)C(C(C(CO)O)O)O)N=O. Cell line: U251. Synergy scores: CSS=18.9, Synergy_ZIP=-7.14, Synergy_Bliss=-1.17, Synergy_Loewe=-6.28, Synergy_HSA=-0.235. (5) Synergy scores: CSS=26.5, Synergy_ZIP=-8.48, Synergy_Bliss=0.223, Synergy_Loewe=-2.24, Synergy_HSA=1.76. Drug 2: CC1=C(N=C(N=C1N)C(CC(=O)N)NCC(C(=O)N)N)C(=O)NC(C(C2=CN=CN2)OC3C(C(C(C(O3)CO)O)O)OC4C(C(C(C(O4)CO)O)OC(=O)N)O)C(=O)NC(C)C(C(C)C(=O)NC(C(C)O)C(=O)NCCC5=NC(=CS5)C6=NC(=CS6)C(=O)NCCC[S+](C)C)O. Drug 1: C1=CN(C(=O)N=C1N)C2C(C(C(O2)CO)O)O.Cl. Cell line: SK-MEL-5. (6) Drug 1: C1=C(C(=O)NC(=O)N1)F. Drug 2: CC1C(C(CC(O1)OC2CC(CC3=C2C(=C4C(=C3O)C(=O)C5=C(C4=O)C(=CC=C5)OC)O)(C(=O)CO)O)N)O.Cl. Cell line: HOP-92. Synergy scores: CSS=60.0, Synergy_ZIP=-1.20, Synergy_Bliss=-2.26, Synergy_Loewe=-0.0737, Synergy_HSA=4.60. (7) Drug 1: CC1=CC=C(C=C1)C2=CC(=NN2C3=CC=C(C=C3)S(=O)(=O)N)C(F)(F)F. Drug 2: COC1=C2C(=CC3=C1OC=C3)C=CC(=O)O2. Cell line: TK-10. Synergy scores: CSS=-1.94, Synergy_ZIP=2.63, Synergy_Bliss=1.75, Synergy_Loewe=-2.22, Synergy_HSA=-1.23. (8) Drug 1: CCC1=C2CN3C(=CC4=C(C3=O)COC(=O)C4(CC)O)C2=NC5=C1C=C(C=C5)O. Drug 2: C(CN)CNCCSP(=O)(O)O. Cell line: OVCAR-4. Synergy scores: CSS=3.33, Synergy_ZIP=-2.75, Synergy_Bliss=-1.07, Synergy_Loewe=-7.29, Synergy_HSA=-1.78. (9) Drug 1: CCN(CC)CCNC(=O)C1=C(NC(=C1C)C=C2C3=C(C=CC(=C3)F)NC2=O)C. Synergy scores: CSS=25.1, Synergy_ZIP=5.22, Synergy_Bliss=5.09, Synergy_Loewe=-9.30, Synergy_HSA=0.433. Cell line: HOP-92. Drug 2: C#CCC(CC1=CN=C2C(=N1)C(=NC(=N2)N)N)C3=CC=C(C=C3)C(=O)NC(CCC(=O)O)C(=O)O. (10) Drug 1: CN1CCC(CC1)COC2=C(C=C3C(=C2)N=CN=C3NC4=C(C=C(C=C4)Br)F)OC. Drug 2: C1CCN(CC1)CCOC2=CC=C(C=C2)C(=O)C3=C(SC4=C3C=CC(=C4)O)C5=CC=C(C=C5)O. Cell line: MDA-MB-435. Synergy scores: CSS=4.11, Synergy_ZIP=4.37, Synergy_Bliss=11.3, Synergy_Loewe=4.40, Synergy_HSA=6.25.